From a dataset of Peptide-MHC class II binding affinity with 134,281 pairs from IEDB. Regression. Given a peptide amino acid sequence and an MHC pseudo amino acid sequence, predict their binding affinity value. This is MHC class II binding data. (1) The peptide sequence is KKNGGDAMYMALIAAFS. The MHC is HLA-DQA10201-DQB10301 with pseudo-sequence HLA-DQA10201-DQB10301. The binding affinity (normalized) is 0.490. (2) The peptide sequence is AAPGAAVASAAAPAS. The MHC is HLA-DQA10102-DQB10602 with pseudo-sequence HLA-DQA10102-DQB10602. The binding affinity (normalized) is 0.485. (3) The peptide sequence is YNYMEPYVSKNPRQA. The MHC is HLA-DQA10301-DQB10302 with pseudo-sequence HLA-DQA10301-DQB10302. The binding affinity (normalized) is 0. (4) The peptide sequence is NRQLYPEWTEAQRLD. The MHC is DRB1_0405 with pseudo-sequence DRB1_0405. The binding affinity (normalized) is 0.179. (5) The peptide sequence is SQTTANPSCPEGT. The MHC is DRB1_0401 with pseudo-sequence DRB1_0401. The binding affinity (normalized) is 0. (6) The peptide sequence is TDRESLRNLRGYYN. The binding affinity (normalized) is 0.754. The MHC is DRB1_0404 with pseudo-sequence DRB1_0404.